This data is from Full USPTO retrosynthesis dataset with 1.9M reactions from patents (1976-2016). The task is: Predict the reactants needed to synthesize the given product. (1) Given the product [C:1]([O-:4])(=[O:3])[CH3:2].[S:6]1([C:17]2[C:12](=[CH:13][CH:14]=[CH:15][CH:16]=2)[C:10](=[O:11])[NH:9]1)(=[O:7])=[O:8], predict the reactants needed to synthesize it. The reactants are: [C:1]([O-:4])(=[O:3])[CH3:2].[Na+].[S:6]1([C:17]2[C:12](=[CH:13][CH:14]=[CH:15][CH:16]=2)[C:10](=[O:11])[NH:9]1)(=[O:8])=[O:7].[Na].S1(C2C(=CC=CC=2)C(=O)N1)(=O)=O.[OH-].[Na+]. (2) Given the product [CH2:2]([O:3][C:4]([C:6]1[NH:7][C:8]2[C:13]([C:14]=1[CH2:15][CH2:16][CH2:17][NH:18][C:19]([O:21][CH2:22][C:23]1[CH:28]=[CH:27][CH:26]=[CH:25][CH:24]=1)=[O:20])=[CH:12][C:11]([C:29](=[O:31])[NH:46][C:50]1[CH:51]=[CH:52][CH:53]=[CH:54][CH:49]=1)=[CH:10][CH:9]=2)=[O:5])[CH3:1], predict the reactants needed to synthesize it. The reactants are: [CH3:1][CH2:2][O:3][C:4]([C:6]1[NH:7][C:8]2[C:13]([C:14]=1[CH2:15][CH2:16][CH2:17][NH:18][C:19]([O:21][CH2:22][C:23]1[CH:28]=[CH:27][CH:26]=[CH:25][CH:24]=1)=[O:20])=[CH:12][C:11]([C:29]([OH:31])=O)=[CH:10][CH:9]=2)=[O:5].Cl.CN(C)CCCN=C=NCC.O.O[N:46]1[C:50]2[CH:51]=[CH:52][CH:53]=[CH:54][C:49]=2N=N1.NC1C=CC=CC=1. (3) Given the product [CH:53]1([S:50]([NH:49][C:47]([C@@:13]23[CH2:46][C@H:12]2[CH:11]=[CH:10][CH2:9][CH2:8][CH2:7][CH2:6][CH2:5][C@H:4]([NH:3][C:66]([N:77]2[CH2:82][CH2:81][CH:80]([CH2:83][OH:84])[CH2:79][CH2:78]2)=[O:68])[C:18](=[O:19])[N:17]2[CH2:20][C@H:21]([O:23][C:24]4[C:33]5[C:28](=[C:29]([CH3:36])[C:30]([O:34][CH3:35])=[CH:31][CH:32]=5)[N:27]=[C:26]([C:37]5[S:38][CH:39]=[C:40]([CH:42]([CH3:43])[CH3:44])[N:41]=5)[CH:25]=4)[CH2:22][C@H:16]2[C:15](=[O:45])[NH:14]3)=[O:48])(=[O:51])=[O:52])[CH2:54][CH2:55]1, predict the reactants needed to synthesize it. The reactants are: Cl.Cl.[NH2:3][C@@H:4]1[C:18](=[O:19])[N:17]2[CH2:20][C@H:21]([O:23][C:24]3[C:33]4[C:28](=[C:29]([CH3:36])[C:30]([O:34][CH3:35])=[CH:31][CH:32]=4)[N:27]=[C:26]([C:37]4[S:38][CH:39]=[C:40]([CH:42]([CH3:44])[CH3:43])[N:41]=4)[CH:25]=3)[CH2:22][C@H:16]2[C:15](=[O:45])[NH:14][C@:13]2([C:47]([NH:49][S:50]([CH:53]3[CH2:55][CH2:54]3)(=[O:52])=[O:51])=[O:48])[CH2:46][C@H:12]2[CH:11]=[CH:10][CH2:9][CH2:8][CH2:7][CH2:6][CH2:5]1.C(N(CC)C(C)C)(C)C.Cl[C:66](Cl)([O:68]C(=O)OC(Cl)(Cl)Cl)Cl.[NH:77]1[CH2:82][CH2:81][CH:80]([CH2:83][OH:84])[CH2:79][CH2:78]1. (4) Given the product [Cl:1][C:2]1[CH:7]=[CH:6][C:5]([O:8][CH3:9])=[C:4]([NH:10][C:11]([NH2:13])=[O:12])[CH:3]=1, predict the reactants needed to synthesize it. The reactants are: [Cl:1][C:2]1[CH:7]=[CH:6][C:5]([O:8][CH3:9])=[C:4]([N:10]=[C:11]=[O:12])[CH:3]=1.[NH3:13]. (5) The reactants are: [NH2:1][C@@H:2]1[CH2:7][N:6](C(OC(C)(C)C)=O)[C@@H:5]([CH2:15][CH2:16][N:17]2[C:22]3[CH:23]=[C:24]([C:27]#[N:28])[CH:25]=[CH:26][C:21]=3[O:20][CH2:19][C:18]2=[O:29])[CH2:4][CH2:3]1.N[C@H]1CN(C(OC(C)(C)C)=O)[C@H](CCN2C3C=C(C#N)C=CC=3OCC2=O)CC1.[Si](O[C@@H]1CN(C(OC(C)(C)C)=O)[C@H](C(OCC)=O)CC1)(C(C)(C)C)(C)C.[Si](O[C@H]1CN(C(OC(C)(C)C)=O)[C@@H](C(OCC)=O)CC1)(C(C)(C)C)(C)C.[O:111]1[C:120]2[CH:119]=[C:118]([CH:121]=O)[N:117]=[CH:116][C:115]=2[O:114][CH2:113][CH2:112]1. Given the product [O:111]1[C:120]2[CH:119]=[C:118]([CH2:121][NH:1][C@H:2]3[CH2:7][NH:6][C@H:5]([CH2:15][CH2:16][N:17]4[C:22]5[CH:23]=[C:24]([C:27]#[N:28])[CH:25]=[CH:26][C:21]=5[O:20][CH2:19][C:18]4=[O:29])[CH2:4][CH2:3]3)[N:117]=[CH:116][C:115]=2[O:114][CH2:113][CH2:112]1, predict the reactants needed to synthesize it.